This data is from Forward reaction prediction with 1.9M reactions from USPTO patents (1976-2016). The task is: Predict the product of the given reaction. (1) Given the reactants [CH:1]1[C:13]2[CH:12]([CH2:14][O:15][C:16]([NH:18][C@H:19]([CH2:23][NH:24][C:25]([O:27][C:28]([CH3:31])([CH3:30])[CH3:29])=[O:26])[C:20](O)=[O:21])=[O:17])[C:11]3[C:6](=[CH:7][CH:8]=[CH:9][CH:10]=3)[C:5]=2[CH:4]=[CH:3][CH:2]=1.C1(C)C=CC(S(O)(=O)=O)=CC=1.[CH2:43]([O:46][C:47](=[O:54])[C@H:48]([CH2:50][CH:51]([CH3:53])[CH3:52])[NH2:49])[CH:44]=[CH2:45].ON1C2N=CC=CC=2N=N1.CN1CCOCC1.C(Cl)CCl, predict the reaction product. The product is: [CH:10]1[C:11]2[CH:12]([CH2:14][O:15][C:16]([NH:18][C@@H:19]([CH2:23][NH:24][C:25]([O:27][C:28]([CH3:31])([CH3:30])[CH3:29])=[O:26])[C:20]([NH:49][C@@H:48]([CH2:50][CH:51]([CH3:52])[CH3:53])[C:47]([O:46][CH2:43][CH:44]=[CH2:45])=[O:54])=[O:21])=[O:17])[C:13]3[C:5](=[CH:4][CH:3]=[CH:2][CH:1]=3)[C:6]=2[CH:7]=[CH:8][CH:9]=1. (2) Given the reactants [Cl:1][C:2]1[CH:12]=[CH:11][C:5]2[NH:6][C:7]([S:9][CH3:10])=[N:8][C:4]=2[C:3]=1[NH2:13].[O:14]1[CH:18]=[CH:17][CH:16]=[C:15]1[C:19](Cl)=[O:20].ClC1C=CC2NC(SC)=NC=2C=1NC(=O)C1C=CC=CC=1, predict the reaction product. The product is: [Cl:1][C:2]1[CH:12]=[CH:11][C:5]2[NH:6][C:7]([S:9][CH3:10])=[N:8][C:4]=2[C:3]=1[NH:13][C:19]([C:15]1[O:14][CH:18]=[CH:17][CH:16]=1)=[O:20]. (3) Given the reactants C(OC([N:8]1[CH2:13][CH2:12][N:11]([CH2:14][CH2:15][C:16]2[C:25]([I:26])=[CH:24][C:19]3[C:20](=[O:23])[O:21][CH2:22][C:18]=3[CH:17]=2)[CH2:10][CH2:9]1)=O)(C)(C)C.[ClH:27].CC1C2COC(=O)C=2C=CC=1CCN1CCNCC1, predict the reaction product. The product is: [ClH:27].[I:26][C:25]1[C:16]([CH2:15][CH2:14][N:11]2[CH2:12][CH2:13][NH:8][CH2:9][CH2:10]2)=[CH:17][C:18]2[CH2:22][O:21][C:20](=[O:23])[C:19]=2[CH:24]=1. (4) The product is: [N:22]1[CH:23]=[CH:24][CH:25]=[CH:26][C:21]=1[C:19]#[C:20][C:2]1[CH:3]=[C:4]([CH:16]=[CH:17][CH:18]=1)[C:5]([N:7]1[CH2:15][C:14]2[C:9](=[CH:10][CH:11]=[CH:12][CH:13]=2)[CH2:8]1)=[O:6]. Given the reactants I[C:2]1[CH:3]=[C:4]([CH:16]=[CH:17][CH:18]=1)[C:5]([N:7]1[CH2:15][C:14]2[C:9](=[CH:10][CH:11]=[CH:12][CH:13]=2)[CH2:8]1)=[O:6].[C:19]([C:21]1[CH:26]=[CH:25][CH:24]=[CH:23][N:22]=1)#[CH:20].C(N(CC)CC)C, predict the reaction product. (5) Given the reactants [CH2:1]([O:3][C:4](=[O:19])[C:5]1[CH:10]=[CH:9][C:8]([N:11]2[CH:15]=[C:14](Br)[C:13]([C:17]#[N:18])=[N:12]2)=[CH:7][CH:6]=1)[CH3:2].[CH2:20]1[O:28][C:27]2[CH:26]=[CH:25][C:24](B(O)O)=[CH:23][C:22]=2[O:21]1.C(=O)([O-])[O-].[Na+].[Na+].Cl, predict the reaction product. The product is: [CH2:1]([O:3][C:4](=[O:19])[C:5]1[CH:10]=[CH:9][C:8]([N:11]2[CH:15]=[C:14]([C:25]3[CH:24]=[CH:23][C:22]4[O:21][CH2:20][O:28][C:27]=4[CH:26]=3)[C:13]([C:17]#[N:18])=[N:12]2)=[CH:7][CH:6]=1)[CH3:2]. (6) Given the reactants [CH2:1]([CH:8]1[CH2:13][CH2:12][NH:11][CH2:10][CH2:9]1)[C:2]1[CH:7]=[CH:6][CH:5]=[CH:4][CH:3]=1.[C:14](O[C:14]([O:16][C:17]([CH3:20])([CH3:19])[CH3:18])=[O:15])([O:16][C:17]([CH3:20])([CH3:19])[CH3:18])=[O:15], predict the reaction product. The product is: [C:17]([O:16][C:14]([N:11]1[CH2:12][CH2:13][CH:8]([CH2:1][C:2]2[CH:7]=[CH:6][CH:5]=[CH:4][CH:3]=2)[CH2:9][CH2:10]1)=[O:15])([CH3:20])([CH3:19])[CH3:18]. (7) Given the reactants C([Sn](CCCC)(CCCC)[C:6]1[S:7][CH:8]=[CH:9][N:10]=1)CCC.[Br:19][C:20]1[CH:25]=[CH:24][C:23](I)=[CH:22][C:21]=1[O:27][CH3:28].[F-].[K+], predict the reaction product. The product is: [Br:19][C:20]1[CH:25]=[CH:24][C:23]([C:6]2[S:7][CH:8]=[CH:9][N:10]=2)=[CH:22][C:21]=1[O:27][CH3:28]. (8) Given the reactants [C:1]1([CH3:15])[CH:6]=[CH:5][C:4]([S:7][C:8]2[CH:13]=[CH:12][CH:11]=[CH:10][C:9]=2Br)=[CH:3][CH:2]=1.[Li]CCCC.CCCCCC.[C:27]([N:32]1[CH2:37][CH2:36][C:35](=[O:38])[CH2:34][CH2:33]1)([O:29][CH2:30][CH3:31])=[O:28].Cl, predict the reaction product. The product is: [OH:38][C:35]1([C:9]2[CH:10]=[CH:11][CH:12]=[CH:13][C:8]=2[S:7][C:4]2[CH:5]=[CH:6][C:1]([CH3:15])=[CH:2][CH:3]=2)[CH2:34][CH2:33][N:32]([C:27]([O:29][CH2:30][CH3:31])=[O:28])[CH2:37][CH2:36]1.